This data is from Ames mutagenicity test results for genotoxicity prediction. The task is: Regression/Classification. Given a drug SMILES string, predict its toxicity properties. Task type varies by dataset: regression for continuous values (e.g., LD50, hERG inhibition percentage) or binary classification for toxic/non-toxic outcomes (e.g., AMES mutagenicity, cardiotoxicity, hepatotoxicity). Dataset: ames. The drug is CCCCOCCO. The result is 0 (non-mutagenic).